Task: Predict the reactants needed to synthesize the given product.. Dataset: Full USPTO retrosynthesis dataset with 1.9M reactions from patents (1976-2016) (1) Given the product [O:11]1[CH2:12][CH2:13][CH:8]([C:7]2[C:2]([O:21][C:18]3[CH:19]=[CH:20][C:15]([NH2:14])=[CH:16][CH:17]=3)=[N:3][CH:4]=[CH:5][N:6]=2)[CH2:9][CH2:10]1, predict the reactants needed to synthesize it. The reactants are: F[C:2]1[C:7]([CH:8]2[CH2:13][CH2:12][O:11][CH2:10][CH2:9]2)=[N:6][CH:5]=[CH:4][N:3]=1.[NH2:14][C:15]1[CH:20]=[CH:19][C:18]([OH:21])=[CH:17][CH:16]=1.C(=O)([O-])[O-].[Cs+].[Cs+]. (2) Given the product [CH2:41]([O:38][C@H:11]1[C@H:12]([O:37][CH2:25][C:26]2[CH:31]=[CH:30][CH:29]=[CH:28][CH:27]=2)[C@@H:13]([O:36][CH2:14][C:18]2[CH:23]=[CH:22][CH:21]=[CH:20][CH:19]=2)[C@@:14]([C:18]2[CH:23]=[CH:22][C:21]([Cl:24])=[C:20]([CH2:25][C:26]3[CH:31]=[CH:30][C:29]([O:32][CH2:33][CH3:34])=[C:28]([F:35])[CH:27]=3)[CH:19]=2)([O:16][CH3:17])[O:15][C@@H:10]1[CH2:9][O:8][Si:1]([C:4]([CH3:7])([CH3:5])[CH3:6])([CH3:3])[CH3:2])[C:42]1[CH:47]=[CH:46][CH:45]=[CH:44][CH:43]=1, predict the reactants needed to synthesize it. The reactants are: [Si:1]([O:8][CH2:9][C@H:10]1[O:15][C@:14]([C:18]2[CH:23]=[CH:22][C:21]([Cl:24])=[C:20]([CH2:25][C:26]3[CH:31]=[CH:30][C:29]([O:32][CH2:33][CH3:34])=[C:28]([F:35])[CH:27]=3)[CH:19]=2)([O:16][CH3:17])[C@H:13]([OH:36])[C@@H:12]([OH:37])[C@@H:11]1[OH:38])([C:4]([CH3:7])([CH3:6])[CH3:5])([CH3:3])[CH3:2].[H-].[Na+].[CH2:41](Br)[C:42]1[CH:47]=[CH:46][CH:45]=[CH:44][CH:43]=1. (3) The reactants are: [CH3:1][C:2]([O:5][C:6]([N:8]1[CH2:13][CH2:12][C:11]([CH3:17])(C(O)=O)[CH2:10][CH2:9]1)=[O:7])([CH3:4])[CH3:3].C([N:20]([CH2:23]C)CC)C.C1(P(N=[N+]=[N-])(C2C=CC=CC=2)=[O:32])C=CC=CC=1.[CH2:42]([OH:49])[C:43]1[CH:48]=[CH:47][CH:46]=[CH:45][CH:44]=1.C(=O)(O)[O-].[Na+]. Given the product [CH3:17][C:11]1([NH:20][C:23]([O:49][CH2:42][C:43]2[CH:48]=[CH:47][CH:46]=[CH:45][CH:44]=2)=[O:32])[CH2:10][CH2:9][N:8]([C:6]([O:5][C:2]([CH3:1])([CH3:3])[CH3:4])=[O:7])[CH2:13][CH2:12]1, predict the reactants needed to synthesize it. (4) Given the product [Cl:16][C:7]1[CH:6]=[CH:5][C:4]2[N:3]=[C:2]([N:21]3[CH2:22][CH2:23][N:18]([CH3:17])[CH2:19][CH2:20]3)[C:11]3[N:12]=[C:13]([CH3:15])[O:14][C:10]=3[C:9]=2[CH:8]=1, predict the reactants needed to synthesize it. The reactants are: Cl[C:2]1[C:11]2[N:12]=[C:13]([CH3:15])[O:14][C:10]=2[C:9]2[CH:8]=[C:7]([Cl:16])[CH:6]=[CH:5][C:4]=2[N:3]=1.[CH3:17][N:18]1[CH2:23][CH2:22][NH:21][CH2:20][CH2:19]1.CCN(CC)CC. (5) Given the product [CH2:1]([N:3]1[CH2:16][CH2:15][C:6]2[N:7](/[CH:26]=[C:27](/[C:29]3[CH:34]=[CH:33][N:32]=[CH:31][CH:30]=3)\[CH3:28])[C:8]3[CH:9]=[CH:10][C:11]([CH3:14])=[CH:12][C:13]=3[C:5]=2[CH2:4]1)[CH3:2], predict the reactants needed to synthesize it. The reactants are: [CH2:1]([N:3]1[CH2:16][CH2:15][CH:6]2[NH:7][C:8]3[CH:9]=[CH:10][C:11]([CH3:14])=[CH:12][C:13]=3[CH:5]2[CH2:4]1)[CH3:2].N1CCC[C@H]1C(O)=O.Br[CH:26]=[C:27]([C:29]1[CH:34]=[CH:33][N:32]=[CH:31][CH:30]=1)[CH3:28]. (6) Given the product [O:62]=[S:53]1(=[O:63])[C:52]2[C:47](=[CH:48][CH:49]=[CH:50][CH:51]=2)[C:46]2[C:55](=[C:56]3[C:61](=[C:44]([C:7](=[O:9])[CH3:8])[CH:45]=2)[CH:60]=[CH:59][CH:58]=[N:57]3)[NH:54]1, predict the reactants needed to synthesize it. The reactants are: CN(C=O)C.O.[CH:7]([O:9]CCCC)=[CH2:8].C1(P(C2C=CC=CC=2)CCCP(C2C=CC=CC=2)C2C=CC=CC=2)C=CC=CC=1.Br[C:44]1[CH:45]=[C:46]2[C:55](=[C:56]3[C:61]=1[CH:60]=[CH:59][CH:58]=[N:57]3)[NH:54][S:53](=[O:63])(=[O:62])[C:52]1[C:47]2=[CH:48][CH:49]=[CH:50][CH:51]=1. (7) The reactants are: [F:1][C:2]1[C:7]([C:8]([C:10]2[C:18]3[C:17](O)=[N:16][CH:15]=[N:14][C:13]=3[NH:12][CH:11]=2)=[O:9])=[C:6]([F:20])[CH:5]=[CH:4][C:3]=1[NH:21][S:22]([C:25]1[CH:30]=[CH:29][C:28]([CH2:31][CH2:32][CH3:33])=[CH:27][CH:26]=1)(=[O:24])=[O:23].P(Cl)(Cl)([Cl:36])=O. Given the product [Cl:36][C:17]1[C:18]2[C:10]([C:8]([C:7]3[C:2]([F:1])=[C:3]([NH:21][S:22]([C:25]4[CH:30]=[CH:29][C:28]([CH2:31][CH2:32][CH3:33])=[CH:27][CH:26]=4)(=[O:24])=[O:23])[CH:4]=[CH:5][C:6]=3[F:20])=[O:9])=[CH:11][NH:12][C:13]=2[N:14]=[CH:15][N:16]=1, predict the reactants needed to synthesize it. (8) Given the product [CH3:25][C:15]1[CH:20]=[CH:19][C:18]([S:21]([O:14][CH2:13][CH:10]2[NH:9][C:8]3[C:3]([O:2][CH3:1])=[CH:4][CH:5]=[CH:6][C:7]=3[O:12][CH2:11]2)(=[O:23])=[O:22])=[CH:17][CH:16]=1, predict the reactants needed to synthesize it. The reactants are: [CH3:1][O:2][C:3]1[C:8]2[NH:9][CH:10]([CH2:13][OH:14])[CH2:11][O:12][C:7]=2[CH:6]=[CH:5][CH:4]=1.[C:15]1([CH3:25])[CH:20]=[CH:19][C:18]([S:21](Cl)(=[O:23])=[O:22])=[CH:17][CH:16]=1.C(N(CC)CC)C. (9) Given the product [CH3:1][C:2]1[CH:3]=[C:4]([C:33]2[CH:34]=[C:35]([CH:36]=[CH:37][CH:38]=2)[C:39]([NH:42][CH2:43][CH2:44][O:45][CH2:46][CH2:47][O:48][CH2:49][CH2:50][NH:51][C:52](=[O:58])[O:53][C:54]([CH3:55])([CH3:57])[CH3:56])=[O:40])[CH:5]=[CH:6][C:7]=1[O:8][C@@H:9]1[C@:14]([OH:16])([CH3:15])[C@@H:13]([OH:20])[C@H:12]([OH:24])[C@@H:11]([CH2:28][OH:29])[O:10]1, predict the reactants needed to synthesize it. The reactants are: [CH3:1][C:2]1[CH:3]=[C:4]([C:33]2[CH:38]=[CH:37][CH:36]=[C:35]([C:39](O)=[O:40])[CH:34]=2)[CH:5]=[CH:6][C:7]=1[O:8][C@@H:9]1[C@:14]([O:16]C(=O)C)([CH3:15])[C@@H:13]([O:20]C(=O)C)[C@H:12]([O:24]C(=O)C)[C@@H:11]([CH2:28][O:29]C(=O)C)[O:10]1.[NH2:42][CH2:43][CH2:44][O:45][CH2:46][CH2:47][O:48][CH2:49][CH2:50][NH:51][C:52](=[O:58])[O:53][C:54]([CH3:57])([CH3:56])[CH3:55].CN(C(ON1N=NC2C=CC=NC1=2)=[N+](C)C)C.F[P-](F)(F)(F)(F)F.CCN(C(C)C)C(C)C.C[O-].[Na+].CO.